From a dataset of Forward reaction prediction with 1.9M reactions from USPTO patents (1976-2016). Predict the product of the given reaction. (1) Given the reactants I[C:2]1[CH:7]=[CH:6][C:5]([N:8]2[CH:13]=[CH:12][CH:11]=[CH:10][C:9]2=[O:14])=[CH:4][CH:3]=1.[CH3:15][C:16]1[NH:20][CH:19]=[N:18][C:17]=1[CH:21]=[O:22].C([O-])([O-])=O.[K+].[K+].OC1C=CC=C2C=1N=CC=C2, predict the reaction product. The product is: [CH3:15][C:16]1[N:20]([C:2]2[CH:7]=[CH:6][C:5]([N:8]3[CH:13]=[CH:12][CH:11]=[CH:10][C:9]3=[O:14])=[CH:4][CH:3]=2)[CH:19]=[N:18][C:17]=1[CH:21]=[O:22]. (2) Given the reactants [Br:1][C:2]1[CH:7]=[C:6]([C:8]([F:11])([F:10])[F:9])[CH:5]=[CH:4][C:3]=1[NH2:12].Br[CH2:14][C:15]([O:17][CH2:18][CH3:19])=[O:16], predict the reaction product. The product is: [Br:1][C:2]1[CH:7]=[C:6]([C:8]([F:10])([F:11])[F:9])[CH:5]=[CH:4][C:3]=1[NH:12][CH2:14][C:15]([O:17][CH2:18][CH3:19])=[O:16]. (3) Given the reactants [Br:1][C:2]1[CH:3]=[C:4]2[N:10]=[CH:9][N:8]([CH2:11][C:12]3[CH:23]=[CH:22][C:15]4[N:16]=[C:17](S(C)=O)[O:18][C:14]=4[CH:13]=3)[C:5]2=[N:6][CH:7]=1.[CH2:24]1[C:32]2[C:27](=[CH:28][CH:29]=[CH:30][CH:31]=2)[C@@H:26]([NH2:33])[C@@H:25]1[OH:34].CCN(C(C)C)C(C)C, predict the reaction product. The product is: [Br:1][C:2]1[CH:3]=[C:4]2[N:10]=[CH:9][N:8]([CH2:11][C:12]3[CH:23]=[CH:22][C:15]4[N:16]=[C:17]([NH:33][C@@H:26]5[C:27]6[C:32](=[CH:31][CH:30]=[CH:29][CH:28]=6)[CH2:24][C@H:25]5[OH:34])[O:18][C:14]=4[CH:13]=3)[C:5]2=[N:6][CH:7]=1. (4) Given the reactants [OH:1][CH2:2][CH2:3][C@@H:4]1[CH2:15][CH2:14][C:13]2[S:12][C:11]3[N:10]=[CH:9][N:8]=[C:7]([O:16][CH:17]4[CH2:22][CH2:21][CH:20]([N:23]([CH3:31])[C:24](=[O:30])[O:25][C:26]([CH3:29])([CH3:28])[CH3:27])[CH2:19][CH2:18]4)[C:6]=3[C:5]1=2.[Cr](O[Cr]([O-])(=O)=O)([O-])(=O)=[O:33].[NH+]1C=CC=CC=1.[NH+]1C=CC=CC=1, predict the reaction product. The product is: [C:26]([O:25][C:24]([N:23]([CH3:31])[CH:20]1[CH2:19][CH2:18][CH:17]([O:16][C:7]2[C:6]3[C:5]4[C@H:4]([CH2:3][C:2]([OH:33])=[O:1])[CH2:15][CH2:14][C:13]=4[S:12][C:11]=3[N:10]=[CH:9][N:8]=2)[CH2:22][CH2:21]1)=[O:30])([CH3:28])([CH3:27])[CH3:29]. (5) Given the reactants [CH3:1][O:2][C:3](=[O:35])[C:4]1[CH:9]=[C:8]([O:10][C:11]2[CH:16]=[CH:15][C:14]([N+:17]([O-])=O)=[C:13]([NH:20][CH2:21][CH2:22][CH3:23])[CH:12]=2)[CH:7]=[CH:6][C:5]=1[NH:24][S:25]([C:28]1[CH:33]=[CH:32][C:31]([CH3:34])=[CH:30][CH:29]=1)(=[O:27])=[O:26].[H][H], predict the reaction product. The product is: [CH3:1][O:2][C:3](=[O:35])[C:4]1[CH:9]=[C:8]([O:10][C:11]2[CH:16]=[CH:15][C:14]([NH2:17])=[C:13]([NH:20][CH2:21][CH2:22][CH3:23])[CH:12]=2)[CH:7]=[CH:6][C:5]=1[NH:24][S:25]([C:28]1[CH:29]=[CH:30][C:31]([CH3:34])=[CH:32][CH:33]=1)(=[O:27])=[O:26]. (6) Given the reactants [CH2:1]([O:8][C:9]1[CH:10]=[C:11]2[C:15](=[CH:16][CH:17]=1)[N:14]([CH2:18][C:19]1[CH:24]=[CH:23][CH:22]=[C:21]([Br:25])[CH:20]=1)[CH:13]=[C:12]2[CH2:26][C:27]([OH:29])=[O:28])[C:2]1[CH:7]=[CH:6][CH:5]=[CH:4][CH:3]=1.C(NC(=NC(C)C)O[C:36]([CH3:39])([CH3:38])[CH3:37])(C)C, predict the reaction product. The product is: [CH2:1]([O:8][C:9]1[CH:10]=[C:11]2[C:15](=[CH:16][CH:17]=1)[N:14]([CH2:18][C:19]1[CH:24]=[CH:23][CH:22]=[C:21]([Br:25])[CH:20]=1)[CH:13]=[C:12]2[CH2:26][C:27]([O:29][C:36]([CH3:39])([CH3:38])[CH3:37])=[O:28])[C:2]1[CH:3]=[CH:4][CH:5]=[CH:6][CH:7]=1. (7) The product is: [OH:6][C:4]([CH3:3])([CH2:5][NH:2][CH3:1])[C:7]([O:9][CH3:10])=[O:8]. Given the reactants [CH3:1][NH2:2].[CH3:3][C:4]1([C:7]([O:9][CH3:10])=[O:8])[O:6][CH2:5]1, predict the reaction product.